From a dataset of Full USPTO retrosynthesis dataset with 1.9M reactions from patents (1976-2016). Predict the reactants needed to synthesize the given product. (1) Given the product [CH:4]1([C@@:10]([C:38]([OH:40])=[O:39])([CH3:37])[NH:11][C:12]([C:14]2[C:23]([NH:24][C:25]([NH:27][C:28]3[C:33]([CH3:34])=[CH:32][C:31]([CH3:35])=[CH:30][C:29]=3[CH3:36])=[O:26])=[CH:22][C:21]3[C:16](=[CH:17][CH:18]=[CH:19][CH:20]=3)[CH:15]=2)=[O:13])[CH2:9][CH2:8][CH2:7][CH2:6][CH2:5]1, predict the reactants needed to synthesize it. The reactants are: O.[OH-].[Li+].[CH:4]1([C@@:10]([C:38]([O:40]C)=[O:39])([CH3:37])[NH:11][C:12]([C:14]2[C:23]([NH:24][C:25]([NH:27][C:28]3[C:33]([CH3:34])=[CH:32][C:31]([CH3:35])=[CH:30][C:29]=3[CH3:36])=[O:26])=[CH:22][C:21]3[C:16](=[CH:17][CH:18]=[CH:19][CH:20]=3)[CH:15]=2)=[O:13])[CH2:9][CH2:8][CH2:7][CH2:6][CH2:5]1.CO.Cl. (2) Given the product [ClH:3].[Cl:3][C:4]1[CH:11]=[CH:10][C:7]([CH2:8][O:9][C:13]2[CH:18]=[CH:17][C:16]([S:19]([C:22]3[C:33]([O:34][CH3:35])=[CH:32][C:25]4[CH2:26][CH2:27][N:28]([CH3:31])[CH2:29][CH2:30][C:24]=4[CH:23]=3)(=[O:21])=[O:20])=[CH:15][CH:14]=2)=[CH:6][CH:5]=1, predict the reactants needed to synthesize it. The reactants are: [H-].[Na+].[Cl:3][C:4]1[CH:11]=[CH:10][C:7]([CH2:8][OH:9])=[CH:6][CH:5]=1.F[C:13]1[CH:18]=[CH:17][C:16]([S:19]([C:22]2[C:33]([O:34][CH3:35])=[CH:32][C:25]3[CH2:26][CH2:27][N:28]([CH3:31])[CH2:29][CH2:30][C:24]=3[CH:23]=2)(=[O:21])=[O:20])=[CH:15][CH:14]=1.Cl. (3) Given the product [Cl:6][C:7]1[CH:8]=[C:9]([C:14]2([C:30]([F:32])([F:31])[F:33])[O:18][N:17]=[C:16]([C:19]3[CH:20]=[CH:21][C:22]([CH2:28][CH3:29])=[C:23]([CH:24]=3)[NH2:25])[CH2:15]2)[CH:10]=[C:11]([Cl:13])[CH:12]=1, predict the reactants needed to synthesize it. The reactants are: C(O)(=O)C.O.[Cl:6][C:7]1[CH:8]=[C:9]([C:14]2([C:30]([F:33])([F:32])[F:31])[O:18][N:17]=[C:16]([C:19]3[CH:20]=[CH:21][C:22]([CH2:28][CH3:29])=[C:23]([N+:25]([O-])=O)[CH:24]=3)[CH2:15]2)[CH:10]=[C:11]([Cl:13])[CH:12]=1. (4) Given the product [C:26]([CH2:27][NH:28][C:19]([C:15]1[N:11]2[C:12](=[O:14])[CH:13]=[C:8]([CH2:7][O:6][C:5]3[CH:22]=[CH:23][C:2]([F:1])=[CH:3][CH:4]=3)[N:9]=[C:10]2[S:17][C:16]=1[CH3:18])=[O:20])#[N:25], predict the reactants needed to synthesize it. The reactants are: [F:1][C:2]1[CH:23]=[CH:22][C:5]([O:6][CH2:7][C:8]2[N:9]=[C:10]3[S:17][C:16]([CH3:18])=[C:15]([C:19](O)=[O:20])[N:11]3[C:12](=[O:14])[CH:13]=2)=[CH:4][CH:3]=1.Cl.[NH2:25][CH2:26][C:27]#[N:28].C(N(CC)CC)C.Cl.CN(C)CCCN=C=NCC. (5) Given the product [F:15][C:16]([F:25])([F:24])[C:17]1[CH:18]=[CH:9][C:4]([NH:5][C:6]([C:7]2[CH:13]=[CH:12][NH:11][N:8]=2)=[O:14])=[CH:3][CH:2]=1, predict the reactants needed to synthesize it. The reactants are: N1[N:5]2[C:6](=[O:14])[C:7]3[N:8]([N:11]=[CH:12][CH:13]=3)[C:9](=O)[C:4]2=[CH:3][CH:2]=1.[F:15][C:16]([F:25])([F:24])[C:17]1C=CC(N)=C[CH:18]=1. (6) Given the product [Cl:1][C:2]1[C:3]([CH2:4][OH:5])=[C:7]([C:11]2[CH:16]=[CH:15][CH:14]=[C:13]([F:17])[CH:12]=2)[CH:8]=[CH:9][N:10]=1, predict the reactants needed to synthesize it. The reactants are: [Cl:1][C:2]1[N:10]=[CH:9][CH:8]=[C:7]([C:11]2[CH:16]=[CH:15][CH:14]=[C:13]([F:17])[CH:12]=2)[C:3]=1[C:4](O)=[O:5].S(Cl)(Cl)=O. (7) Given the product [N:17]1([C:11]2[CH:16]=[CH:15][C:14]([CH:3]=[O:4])=[CH:13][CH:12]=2)[CH2:22][CH2:21][CH2:20][CH2:19][CH2:18]1, predict the reactants needed to synthesize it. The reactants are: CN(C)[CH:3]=[O:4].P(Cl)(Cl)(Cl)=O.[C:11]1([N:17]2[CH2:22][CH2:21][CH2:20][CH2:19][CH2:18]2)[CH:16]=[CH:15][CH:14]=[CH:13][CH:12]=1.